From a dataset of Forward reaction prediction with 1.9M reactions from USPTO patents (1976-2016). Predict the product of the given reaction. Given the reactants C(N(CC)C(C)C)(C)C.FC(F)(F)C(O)=O.[S:17]1[C:21]2[CH:22]=[CH:23][CH:24]=[CH:25][C:20]=2[N:19]=[C:18]1[C:26]1[CH:31]=[CH:30][C:29]([C:32]([N:34]2[CH2:39][CH2:38][NH:37][CH2:36][CH2:35]2)=[O:33])=[CH:28][CH:27]=1.[OH:40][C:41]1([C:44](O)=[O:45])[CH2:43][CH2:42]1.CN(C(ON1N=NC2C1=CC=CC=2)=[N+](C)C)C.F[P-](F)(F)(F)(F)F, predict the reaction product. The product is: [S:17]1[C:21]2[CH:22]=[CH:23][CH:24]=[CH:25][C:20]=2[N:19]=[C:18]1[C:26]1[CH:31]=[CH:30][C:29]([C:32]([N:34]2[CH2:35][CH2:36][N:37]([C:44]([C:41]3([OH:40])[CH2:43][CH2:42]3)=[O:45])[CH2:38][CH2:39]2)=[O:33])=[CH:28][CH:27]=1.